This data is from TCR-epitope binding with 47,182 pairs between 192 epitopes and 23,139 TCRs. The task is: Binary Classification. Given a T-cell receptor sequence (or CDR3 region) and an epitope sequence, predict whether binding occurs between them. (1) The epitope is NLWNTFTRL. The TCR CDR3 sequence is CASSLFGDPGTDTQYF. Result: 0 (the TCR does not bind to the epitope). (2) The epitope is LEPLVDLPI. The TCR CDR3 sequence is CASSQGRDPSYEQYF. Result: 1 (the TCR binds to the epitope). (3) The epitope is GTSGSPIINR. The TCR CDR3 sequence is CASSRGQGAYEQFF. Result: 1 (the TCR binds to the epitope).